This data is from Reaction yield outcomes from USPTO patents with 853,638 reactions. The task is: Predict the reaction yield, written as a fraction of the theoretical maximum amount of product (1.0 means a 100% yield; for example, 0.34 means a 34% yield). (1) The reactants are N1CCCCC1.[CH2:7]([N:9]([CH2:12][C:13]1[CH:14]=[C:15]([CH:18]=[CH:19][C:20]=1[O:21][CH3:22])[CH:16]=O)[CH2:10][CH3:11])[CH3:8].C([CH2:26][C:27]([NH:29][C:30]1[CH:38]=[CH:37][CH:36]=[CH:35][C:31]=1[C:32]([OH:34])=[O:33])=[O:28])(O)=O.CC(O)=O. The catalyst is C1(C)C=CC=CC=1. The product is [CH2:7]([N:9]([CH2:12][C:13]1[CH:14]=[C:15](/[CH:16]=[CH:26]/[C:27]([NH:29][C:30]2[CH:38]=[CH:37][CH:36]=[CH:35][C:31]=2[C:32]([OH:34])=[O:33])=[O:28])[CH:18]=[CH:19][C:20]=1[O:21][CH3:22])[CH2:10][CH3:11])[CH3:8]. The yield is 0.500. (2) The reactants are [Br:1][C:2]1[CH:7]=[C:6]([NH:8][S:9]([CH3:12])(=[O:11])=[O:10])[C:5](I)=[CH:4][N:3]=1.[C:14]([C:16]1[CH:17]=[N:18][N:19]([CH2:21][C:22]2[CH:26]=[C:25]([CH3:27])[O:24][N:23]=2)[CH:20]=1)#[CH:15].C(N(CC)CC)C. The catalyst is CN(C=O)C.O.ClCCl.Cl[Pd](Cl)([P](C1C=CC=CC=1)(C1C=CC=CC=1)C1C=CC=CC=1)[P](C1C=CC=CC=1)(C1C=CC=CC=1)C1C=CC=CC=1.[Cu](I)I. The product is [Br:1][C:2]1[N:3]=[CH:4][C:5]2[CH:15]=[C:14]([C:16]3[CH:17]=[N:18][N:19]([CH2:21][C:22]4[CH:26]=[C:25]([CH3:27])[O:24][N:23]=4)[CH:20]=3)[N:8]([S:9]([CH3:12])(=[O:11])=[O:10])[C:6]=2[CH:7]=1. The yield is 0.518. (3) The reactants are COC[O:4][C:5]1[CH:10]=[C:9]([O:11]COC)[CH:8]=[CH:7][C:6]=1[C:15]1[N:16]([CH2:34][CH2:35][O:36]C2CCCCO2)[C:17]2[C:22]([C:23]=1[CH:24]1[CH2:29][CH2:28][CH2:27][CH2:26][CH2:25]1)=[CH:21][CH:20]=[C:19]([C:30]([O:32][CH3:33])=[O:31])[CH:18]=2.Cl. The catalyst is CO.O1CCCC1. The product is [CH:24]1([C:23]2[C:22]3[C:17](=[CH:18][C:19]([C:30]([O:32][CH3:33])=[O:31])=[CH:20][CH:21]=3)[N:16]([CH2:34][CH2:35][OH:36])[C:15]=2[C:6]2[CH:7]=[CH:8][C:9]([OH:11])=[CH:10][C:5]=2[OH:4])[CH2:25][CH2:26][CH2:27][CH2:28][CH2:29]1. The yield is 0.680. (4) The reactants are [CH:1]([N:14]1[CH2:18][CH2:17][CH:16]([CH2:19][NH2:20])[CH2:15]1)([C:8]1[CH:13]=[CH:12][CH:11]=[CH:10][CH:9]=1)[C:2]1[CH:7]=[CH:6][CH:5]=[CH:4][CH:3]=1.[C:21]1([CH:27]([N:34]=[C:35]=[O:36])[C:28]2[CH:33]=[CH:32][CH:31]=[CH:30][CH:29]=2)[CH:26]=[CH:25][CH:24]=[CH:23][CH:22]=1. The catalyst is C(Cl)Cl. The product is [CH:27]([NH:34][C:35]([NH:20][CH2:19][CH:16]1[CH2:17][CH2:18][N:14]([CH:1]([C:8]2[CH:13]=[CH:12][CH:11]=[CH:10][CH:9]=2)[C:2]2[CH:3]=[CH:4][CH:5]=[CH:6][CH:7]=2)[CH2:15]1)=[O:36])([C:28]1[CH:29]=[CH:30][CH:31]=[CH:32][CH:33]=1)[C:21]1[CH:26]=[CH:25][CH:24]=[CH:23][CH:22]=1. The yield is 0.800. (5) The reactants are [Br:1][C:2]1[C:7]([CH3:8])=[CH:6][C:5]([OH:9])=[C:4]([O:10][CH3:11])[CH:3]=1.CCN(C(C)C)C(C)C.[CH3:21][Si:22]([CH3:29])([CH3:28])[CH2:23][CH2:24][O:25][CH2:26]Cl. No catalyst specified. The product is [Br:1][C:2]1[C:7]([CH3:8])=[CH:6][C:5]([O:9][CH2:26][O:25][CH2:24][CH2:23][Si:22]([CH3:29])([CH3:28])[CH3:21])=[C:4]([O:10][CH3:11])[CH:3]=1. The yield is 0.910.